This data is from Catalyst prediction with 721,799 reactions and 888 catalyst types from USPTO. The task is: Predict which catalyst facilitates the given reaction. (1) Reactant: [F:1][C:2]1[CH:7]=[CH:6][CH:5]=[CH:4][C:3]=1[CH2:8][C:9]([CH:11]1[CH2:16][CH2:15][N:14]([CH2:17][C:18]2[CH:23]=[CH:22][N:21]=[N:20][C:19]=2[O:24]C)[CH2:13][CH2:12]1)=[O:10].[OH-].[Na+].ClCCl. Product: [F:1][C:2]1[CH:7]=[CH:6][CH:5]=[CH:4][C:3]=1[CH2:8][C:9]([CH:11]1[CH2:12][CH2:13][N:14]([CH2:17][C:18]2[C:19](=[O:24])[NH:20][N:21]=[CH:22][CH:23]=2)[CH2:15][CH2:16]1)=[O:10]. The catalyst class is: 33. (2) Reactant: C[O:2][C:3](=[O:14])[C:4]1[CH:9]=[CH:8][CH:7]=[C:6]([CH:10]([O:12][CH3:13])[CH3:11])[CH:5]=1.[OH-].[Na+]. Product: [CH3:13][O:12][CH:10]([C:6]1[CH:5]=[C:4]([CH:9]=[CH:8][CH:7]=1)[C:3]([OH:14])=[O:2])[CH3:11]. The catalyst class is: 5. (3) Reactant: [N:1]1([CH2:6][CH2:7][CH2:8][O:9][C:10]2[CH:15]=[CH:14][C:13]([C:16]3([CH2:22][NH2:23])[CH2:21][CH2:20][O:19][CH2:18][CH2:17]3)=[CH:12][CH:11]=2)[CH2:5][CH2:4][CH2:3][CH2:2]1.C(N(CC)CC)C.[C:31]1([CH2:37][S:38](Cl)(=[O:40])=[O:39])[CH:36]=[CH:35][CH:34]=[CH:33][CH:32]=1. Product: [C:31]1([CH2:37][S:38]([NH:23][CH2:22][C:16]2([C:13]3[CH:14]=[CH:15][C:10]([O:9][CH2:8][CH2:7][CH2:6][N:1]4[CH2:5][CH2:4][CH2:3][CH2:2]4)=[CH:11][CH:12]=3)[CH2:17][CH2:18][O:19][CH2:20][CH2:21]2)(=[O:40])=[O:39])[CH:36]=[CH:35][CH:34]=[CH:33][CH:32]=1. The catalyst class is: 4. (4) Product: [C:1]([C:3]1[CH:8]=[CH:7][C:6]([C:9]2([F:31])[CH2:12][N:11]([C:13]([O:15][C:16]([CH3:19])([CH3:18])[CH3:17])=[O:14])[CH2:10]2)=[CH:5][CH:4]=1)#[N:2]. Reactant: [C:1]([C:3]1[CH:8]=[CH:7][C:6]([C:9]2(O)[CH2:12][N:11]([C:13]([O:15][C:16]([CH3:19])([CH3:18])[CH3:17])=[O:14])[CH2:10]2)=[CH:5][CH:4]=1)#[N:2].COCCN(S(F)(F)[F:31])CCOC. The catalyst class is: 4. (5) Reactant: [C:1]([C:9]1[CH:21]=[CH:20][C:12]2[S:13][C:14]([C:16]([O:18]C)=[O:17])=[CH:15][C:11]=2[CH:10]=1)(=[O:8])[C:2]1[CH:7]=[CH:6][CH:5]=[CH:4][CH:3]=1.O.[OH-].[Li+].O.Cl. Product: [C:1]([C:9]1[CH:21]=[CH:20][C:12]2[S:13][C:14]([C:16]([OH:18])=[O:17])=[CH:15][C:11]=2[CH:10]=1)(=[O:8])[C:2]1[CH:3]=[CH:4][CH:5]=[CH:6][CH:7]=1. The catalyst class is: 5. (6) Reactant: [N+:1]([C:4]1[CH:5]=[C:6]([C:10](=[O:12])[CH3:11])[CH:7]=[CH:8][CH:9]=1)([O-:3])=[O:2].S(Cl)([Cl:16])(=O)=O. Product: [Cl:16][CH2:11][C:10]([C:6]1[CH:7]=[CH:8][CH:9]=[C:4]([N+:1]([O-:3])=[O:2])[CH:5]=1)=[O:12]. The catalyst class is: 740. (7) Reactant: [Cl:1][C:2]1[N:3]=[C:4]([C:10]2[C:19]3[C:14](=[CH:15][CH:16]=[CH:17][CH:18]=3)[CH:13]=[CH:12][CH:11]=2)[N:5]([CH2:8][CH3:9])[C:6]=1Cl.[Li]CC[CH2:23][CH3:24].CCCCCC.[C:31](=O)([O:34]C)[O:32]C. Product: [CH2:23]([O:34][C:31]([C:6]1[N:5]([CH2:8][CH3:9])[C:4]([C:10]2[C:19]3[C:14](=[CH:15][CH:16]=[CH:17][CH:18]=3)[CH:13]=[CH:12][CH:11]=2)=[N:3][C:2]=1[Cl:1])=[O:32])[CH3:24]. The catalyst class is: 20. (8) Reactant: [NH2:1][C:2]1[N:11]=[CH:10][C:9]2[CH:8]=[CH:7][C:6]3[C:12]([C:16]([O:18]CC)=O)=[N:13][N:14]([CH3:15])[C:5]=3[C:4]=2[N:3]=1.C[N:22](C)C=O.[NH4+].[OH-]. Product: [NH2:1][C:2]1[N:11]=[CH:10][C:9]2[CH:8]=[CH:7][C:6]3[C:12]([C:16]([NH2:22])=[O:18])=[N:13][N:14]([CH3:15])[C:5]=3[C:4]=2[N:3]=1. The catalyst class is: 5. (9) Reactant: [OH:1][C:2]1[CH:3]=[CH:4][C:5]([N+:12]([O-:14])=[O:13])=[C:6]([CH:11]=1)[C:7]([O:9][CH3:10])=[O:8].C(=O)([O-])[O-].[K+].[K+].Br[CH2:22][CH2:23][O:24][CH3:25]. Product: [CH3:25][O:24][CH2:23][CH2:22][O:1][C:2]1[CH:3]=[CH:4][C:5]([N+:12]([O-:14])=[O:13])=[C:6]([CH:11]=1)[C:7]([O:9][CH3:10])=[O:8]. The catalyst class is: 18. (10) Reactant: [NH2:1][C:2]1[CH:3]=[C:4]2[C:8](=[CH:9][CH:10]=1)[CH2:7][CH:6]([CH2:11][N:12]1[CH2:17][CH2:16][CH:15]([N:18]3[C:22]4[CH:23]=[CH:24][C:25]([CH3:27])=[CH:26][C:21]=4[N:20]=[C:19]3[C:28]([OH:31])([CH3:30])[CH3:29])[CH2:14][CH2:13]1)[CH2:5]2.C(N(CC)C(C)C)(C)C.Cl[C:42]([O:44][CH3:45])=[O:43]. Product: [CH3:45][O:44][C:42](=[O:43])[NH:1][C:2]1[CH:3]=[C:4]2[C:8](=[CH:9][CH:10]=1)[CH2:7][CH:6]([CH2:11][N:12]1[CH2:13][CH2:14][CH:15]([N:18]3[C:22]4[CH:23]=[CH:24][C:25]([CH3:27])=[CH:26][C:21]=4[N:20]=[C:19]3[C:28]([OH:31])([CH3:29])[CH3:30])[CH2:16][CH2:17]1)[CH2:5]2. The catalyst class is: 1.